This data is from Forward reaction prediction with 1.9M reactions from USPTO patents (1976-2016). The task is: Predict the product of the given reaction. (1) Given the reactants B(Br)(Br)Br.[Cl:5][C:6]1[CH:7]=[CH:8][C:9]([O:33]C)=[C:10]([CH:32]=1)[C:11]([NH:13][C:14]1[C:15]([C:28]([O:30][CH3:31])=[O:29])=[C:16]([C:19]2[CH:24]=[CH:23][C:22]([CH3:25])=[C:21]([F:26])[C:20]=2[F:27])[S:17][CH:18]=1)=[O:12], predict the reaction product. The product is: [Cl:5][C:6]1[CH:7]=[CH:8][C:9]([OH:33])=[C:10]([CH:32]=1)[C:11]([NH:13][C:14]1[C:15]([C:28]([O:30][CH3:31])=[O:29])=[C:16]([C:19]2[CH:24]=[CH:23][C:22]([CH3:25])=[C:21]([F:26])[C:20]=2[F:27])[S:17][CH:18]=1)=[O:12]. (2) Given the reactants [Si:1]([O:8][CH2:9][C:10]1[C:15]2[CH:16](O)[CH2:17][CH2:18][C:19]([CH3:22])([CH3:21])[CH2:20][C:14]=2[CH:13]=[CH:12][CH:11]=1)([C:4]([CH3:7])([CH3:6])[CH3:5])([CH3:3])[CH3:2].C(N(CC)CC)C.CS(Cl)(=O)=O.[Cl-].[Li+].C1CCN2C(=NCCC2)CC1, predict the reaction product. The product is: [C:4]([Si:1]([O:8][CH2:9][C:10]1[C:15]2[CH:16]=[CH:17][CH2:18][C:19]([CH3:22])([CH3:21])[CH2:20][C:14]=2[CH:13]=[CH:12][CH:11]=1)([CH3:3])[CH3:2])([CH3:7])([CH3:5])[CH3:6]. (3) Given the reactants [Br:1][C:2]1[CH:3]=[C:4]2[C:9](=[C:10]([C:12](OC)=[O:13])[CH:11]=1)[N:8]=[CH:7][CH:6]=[CH:5]2.[H-].[Al+3].[Li+].[H-].[H-].[H-], predict the reaction product. The product is: [Br:1][C:2]1[CH:3]=[C:4]2[C:9](=[C:10]([CH2:12][OH:13])[CH:11]=1)[N:8]=[CH:7][CH:6]=[CH:5]2. (4) Given the reactants C(N(CC)CC)C.[C:8](Cl)(=[O:11])[CH2:9][CH3:10].[NH:13]1[CH2:18][CH2:17][CH2:16][C@@H:15]([NH:19][C:20]2[CH:25]=[CH:24][N:23]=[C:22]([C:26]3[N:30]4[CH:31]=[C:32]([C:35]#[N:36])[CH:33]=[CH:34][C:29]4=[N:28][CH:27]=3)[N:21]=2)[CH2:14]1, predict the reaction product. The product is: [C:8]([N:13]1[CH2:18][CH2:17][CH2:16][C@@H:15]([NH:19][C:20]2[CH:25]=[CH:24][N:23]=[C:22]([C:26]3[N:30]4[CH:31]=[C:32]([C:35]#[N:36])[CH:33]=[CH:34][C:29]4=[N:28][CH:27]=3)[N:21]=2)[CH2:14]1)(=[O:11])[CH2:9][CH3:10]. (5) Given the reactants Cl[C:2]1[CH:3]=[C:4]([N:21](CC2C=CC(OC)=CC=2)[C:22]2[CH:27]=[CH:26][CH:25]=[CH:24][CH:23]=2)[C:5]2[N:6]([C:8]([C:11]([NH:13][C:14]3[CH:19]=[CH:18][N:17]=[C:16]([CH3:20])[CH:15]=3)=[O:12])=[CH:9][N:10]=2)[N:7]=1.[C@H:37]1([NH2:44])[CH2:42][CH2:41][C@H:40]([NH2:43])[CH2:39][CH2:38]1, predict the reaction product. The product is: [NH2:43][C@H:40]1[CH2:41][CH2:42][C@H:37]([NH:44][C:2]2[CH:3]=[C:4]([NH:21][C:22]3[CH:23]=[CH:24][CH:25]=[CH:26][CH:27]=3)[C:5]3[N:6]([C:8]([C:11]([NH:13][C:14]4[CH:19]=[CH:18][N:17]=[C:16]([CH3:20])[CH:15]=4)=[O:12])=[CH:9][N:10]=3)[N:7]=2)[CH2:38][CH2:39]1. (6) Given the reactants CN(C)[CH:3]=[CH:4][C:5]([C:7]1[C:12](=[O:13])[C:11]([O:14][CH3:15])=[CH:10][N:9]([C:16]2[CH:21]=[CH:20][C:19]([N:22]3[CH:26]=[CH:25][CH:24]=[N:23]3)=[CH:18][C:17]=2[O:27][CH3:28])[N:8]=1)=O.Cl.[Cl:31][C:32]1[CH:33]=[C:34]([NH:38][NH2:39])[CH:35]=[CH:36][CH:37]=1.FC(F)(F)C(O)=O, predict the reaction product. The product is: [Cl:31][C:32]1[CH:33]=[C:34]([N:38]2[C:5]([C:7]3[C:12](=[O:13])[C:11]([O:14][CH3:15])=[CH:10][N:9]([C:16]4[CH:21]=[CH:20][C:19]([N:22]5[CH:26]=[CH:25][CH:24]=[N:23]5)=[CH:18][C:17]=4[O:27][CH3:28])[N:8]=3)=[CH:4][CH:3]=[N:39]2)[CH:35]=[CH:36][CH:37]=1. (7) Given the reactants [N:1]1[CH:6]=[C:5]([NH2:7])[C:4]([NH2:8])=[CH:3][N:2]=1.[C:9](O)(=[O:13])[C:10](O)=[O:11].Cl, predict the reaction product. The product is: [NH:7]1[C:5]2=[CH:6][N:1]=[N:2][CH:3]=[C:4]2[NH:8][C:10](=[O:11])[C:9]1=[O:13].